This data is from Catalyst prediction with 721,799 reactions and 888 catalyst types from USPTO. The task is: Predict which catalyst facilitates the given reaction. (1) Reactant: [NH2:1][C@H:2]1[CH2:7][CH2:6][C@H:5]([NH2:8])[CH2:4][CH2:3]1.[Cl:9][C:10]1[N:18]=[C:17]2[C:13]([N:14]=[CH:15][N:16]2[CH:19]2[CH2:23][CH2:22][CH2:21][CH2:20]2)=[C:12]([NH:24][C:25]2[CH:30]=[CH:29][C:28]([CH2:31][C:32]#[N:33])=[CH:27][CH:26]=2)[N:11]=1. Product: [ClH:9].[ClH:9].[NH2:1][C@H:2]1[CH2:7][CH2:6][C@H:5]([NH:8][C:10]2[N:18]=[C:17]3[C:13]([N:14]=[CH:15][N:16]3[CH:19]3[CH2:20][CH2:21][CH2:22][CH2:23]3)=[C:12]([NH:24][C:25]3[CH:26]=[CH:27][C:28]([CH2:31][C:32]#[N:33])=[CH:29][CH:30]=3)[N:11]=2)[CH2:4][CH2:3]1. The catalyst class is: 6. (2) Reactant: [O:1]=[CH:2][C@@H:3]([C@H:5]([C@@H:7]([C@@H:9]([CH2:11][OH:12])[OH:10])[OH:8])[OH:6])[OH:4].[CH3:13][C:14]([CH3:16])=O.[CH3:17][C:18]([CH3:20])=O.N1C=CC=CC=1.Cl[C:28]([O:30][CH:31]([Cl:33])[CH3:32])=[O:29]. Product: [C:28](=[O:29])([O:6][C@H:5]1[C@@H:3]2[O:4][C:14]([CH3:16])([CH3:13])[O:1][C@@H:2]2[O:8][C@H:7]1[C@@H:9]1[CH2:11][O:12][C:18]([CH3:20])([CH3:17])[O:10]1)[O:30][CH:31]([Cl:33])[CH3:32]. The catalyst class is: 2.